Task: Predict hERG channel inhibition at various concentrations.. Dataset: hERG Central: cardiac toxicity at 1µM, 10µM, and general inhibition (1) Results: hERG_inhib (hERG inhibition (general)): blocker. The molecule is c1ccc2[nH]c(CN3CCN(c4ncnc5c4oc4ccccc45)CC3)nc2c1. (2) Results: hERG_inhib (hERG inhibition (general)): blocker. The compound is Cc1ccc(Nc2nc(NCCCN3CCOCC3)nc(N)c2[N+](=O)[O-])cc1. (3) The drug is COc1cccc(C(=O)NC2CC(C)(C)Cc3c2cnn3-c2cccc(F)c2)c1OC. Results: hERG_inhib (hERG inhibition (general)): blocker. (4) The drug is CN(Cc1ccc(F)cc1)C(=O)c1cc(COc2ccc(-n3cncn3)cc2)on1. Results: hERG_inhib (hERG inhibition (general)): blocker. (5) The molecule is O=C(OCc1nnc(-c2ccc([N+](=O)[O-])cc2)o1)C1CC(=O)N(CCc2ccccc2)C1. Results: hERG_inhib (hERG inhibition (general)): blocker. (6) The molecule is C=CCc1ccc(OCCCCN2CCC(C)CC2)c(OC)c1. Results: hERG_inhib (hERG inhibition (general)): blocker. (7) The drug is O=C1OC(c2ccc([N+](=O)[O-])cc2)=N/C1=C/N1CC2CC(C1)c1cccc(=O)n1C2. Results: hERG_inhib (hERG inhibition (general)): blocker. (8) The compound is O=C(Nc1ccc2ccccc2c1)/C(=C/c1cccc(Br)c1)NC(=O)c1ccco1. Results: hERG_inhib (hERG inhibition (general)): blocker. (9) The compound is OCCCNc1nc(-c2ccc(Cl)cc2)nnc1-c1ccc(Br)cc1. Results: hERG_inhib (hERG inhibition (general)): blocker.